Dataset: Reaction yield outcomes from USPTO patents with 853,638 reactions. Task: Predict the reaction yield, written as a fraction of the theoretical maximum amount of product (1.0 means a 100% yield; for example, 0.34 means a 34% yield). (1) The reactants are [F:1][C:2]1[C:7]([F:8])=[CH:6][CH:5]=[CH:4][C:3]=1[NH:9][C:10]1[CH:15]=[CH:14][N:13]=[CH:12][C:11]=1[NH:16][C:17]([C:19]1[C:20]([NH:25][C:26]([CH3:29])([CH3:28])[CH3:27])=[N:21][CH:22]=[CH:23][CH:24]=1)=O.COC1C=CC(P2(=S)SP(=S)(C3C=CC(OC)=CC=3)S2)=CC=1. The catalyst is O1CCOCC1. The product is [C:26]([NH:25][C:20]1[C:19]([C:17]2[N:9]([C:3]3[CH:4]=[CH:5][CH:6]=[C:7]([F:8])[C:2]=3[F:1])[C:10]3[CH:15]=[CH:14][N:13]=[CH:12][C:11]=3[N:16]=2)=[CH:24][CH:23]=[CH:22][N:21]=1)([CH3:29])([CH3:28])[CH3:27]. The yield is 0.419. (2) The reactants are [CH3:1][O:2][C:3]1[CH:4]=[C:5]([N:11]2[CH2:20][C:19]3[C:14](=[N:15][C:16](S(C)=O)=[N:17][CH:18]=3)[NH:13][C:12]2=[O:24])[CH:6]=[C:7]([O:9][CH3:10])[CH:8]=1.[CH2:25]([N:27]([CH2:30][CH2:31][CH2:32][CH2:33][NH2:34])[CH2:28][CH3:29])[CH3:26].C12(CS(O)(=O)=O)C(C)(C)C(CC1)CC2=O. The catalyst is O1CCOCC1. The product is [CH2:25]([N:27]([CH2:28][CH3:29])[CH2:30][CH2:31][CH2:32][CH2:33][NH:34][C:16]1[N:15]=[C:14]2[NH:13][C:12](=[O:24])[N:11]([C:5]3[CH:4]=[C:3]([O:2][CH3:1])[CH:8]=[C:7]([O:9][CH3:10])[CH:6]=3)[CH2:20][C:19]2=[CH:18][N:17]=1)[CH3:26]. The yield is 0.620. (3) The reactants are C(OC([NH:8][C:9]1[CH:14]=[CH:13][C:12]([N:15]2[C:24](=[O:25])[C:23]3[C:18](=[CH:19][CH:20]=[CH:21][CH:22]=3)[NH:17][C:16]2=[O:26])=[CH:11][CH:10]=1)=O)(C)(C)C.[C:27]([OH:33])([C:29]([F:32])([F:31])[F:30])=[O:28]. The catalyst is C(Cl)Cl. The product is [F:30][C:29]([F:32])([F:31])[C:27]([OH:33])=[O:28].[NH2:8][C:9]1[CH:14]=[CH:13][C:12]([N:15]2[C:24](=[O:25])[C:23]3[C:18](=[CH:19][CH:20]=[CH:21][CH:22]=3)[NH:17][C:16]2=[O:26])=[CH:11][CH:10]=1. The yield is 0.990. (4) The reactants are Br[C:2]1[CH:3]=[C:4]2[C:10]([C:11]3[CH:16]=[CH:15][CH:14]=[CH:13][C:12]=3[O:17][CH3:18])=[N:9][NH:8][C:5]2=[N:6][CH:7]=1.[CH3:19][NH:20][C:21]([C:23]1[CH:28]=[CH:27][C:26](B(O)O)=[CH:25][CH:24]=1)=[O:22].ClCCl. The catalyst is C(#N)C.C([O-])(O)=O.[Na+].C1C=CC(P(C2C=CC=CC=2)[C-]2C=CC=C2)=CC=1.C1C=CC(P(C2C=CC=CC=2)[C-]2C=CC=C2)=CC=1.Cl[Pd]Cl.[Fe+2]. The product is [CH3:18][O:17][C:12]1[CH:13]=[CH:14][CH:15]=[CH:16][C:11]=1[C:10]1[C:4]2[C:5](=[N:6][CH:7]=[C:2]([C:26]3[CH:27]=[CH:28][C:23]([C:21]([NH:20][CH3:19])=[O:22])=[CH:24][CH:25]=3)[CH:3]=2)[NH:8][N:9]=1. The yield is 0.200. (5) The reactants are C1(C)C(C(N)=O)=CC=CC=1.C(OC(=O)[NH:17][CH2:18][CH2:19][CH2:20][N:21]([CH:31]([C:35]1[N:44]([CH2:45][C:46]2[CH:51]=[CH:50][CH:49]=[CH:48][CH:47]=2)[C:43](=[O:52])[C:42]2[C:37](=[N:38][CH:39]=[CH:40][N:41]=2)[N:36]=1)[CH:32]([CH3:34])[CH3:33])[C:22](=[O:30])[C:23]1[CH:28]=[CH:27][C:26]([CH3:29])=[CH:25][CH:24]=1)(C)(C)C. The catalyst is C(O)(C(F)(F)F)=O.O.ClCCl. The product is [NH2:17][CH2:18][CH2:19][CH2:20][N:21]([CH:31]([C:35]1[N:44]([CH2:45][C:46]2[CH:47]=[CH:48][CH:49]=[CH:50][CH:51]=2)[C:43](=[O:52])[C:42]2[C:37](=[N:38][CH:39]=[CH:40][N:41]=2)[N:36]=1)[CH:32]([CH3:34])[CH3:33])[C:22](=[O:30])[C:23]1[CH:28]=[CH:27][C:26]([CH3:29])=[CH:25][CH:24]=1. The yield is 0.980. (6) The reactants are Br[C:2]1[CH:3]=[C:4]2[C:8](=[CH:9][CH:10]=1)[NH:7][C:6](=[O:11])[C:5]2([CH2:14][CH3:15])[CH2:12][CH3:13].[Cl:16][C:17]1[CH:18]=[C:19](B(O)O)[CH:20]=[CH:21][CH:22]=1.C(=O)([O-])[O-].[K+].[K+]. The catalyst is C(COC)OC.C(O)C.O.C1C=CC([P]([Pd]([P](C2C=CC=CC=2)(C2C=CC=CC=2)C2C=CC=CC=2)([P](C2C=CC=CC=2)(C2C=CC=CC=2)C2C=CC=CC=2)[P](C2C=CC=CC=2)(C2C=CC=CC=2)C2C=CC=CC=2)(C2C=CC=CC=2)C2C=CC=CC=2)=CC=1. The product is [Cl:16][C:17]1[CH:22]=[C:21]([C:2]2[CH:3]=[C:4]3[C:8](=[CH:9][CH:10]=2)[NH:7][C:6](=[O:11])[C:5]3([CH2:14][CH3:15])[CH2:12][CH3:13])[CH:20]=[CH:19][CH:18]=1. The yield is 0.270.